This data is from Catalyst prediction with 721,799 reactions and 888 catalyst types from USPTO. The task is: Predict which catalyst facilitates the given reaction. (1) Reactant: Br[C:2]1[CH:3]=[CH:4][C:5]([F:11])=[C:6]([CH:10]=1)[C:7]([OH:9])=[O:8].[C:12]1(B(O)O)[CH:17]=[CH:16][CH:15]=[CH:14][CH:13]=1.O. Product: [F:11][C:5]1[CH:4]=[CH:3][C:2]([C:12]2[CH:17]=[CH:16][CH:15]=[CH:14][CH:13]=2)=[CH:10][C:6]=1[C:7]([OH:9])=[O:8]. The catalyst class is: 237. (2) Reactant: C(=O)C1C=CC=CC=1.[NH2:9][CH2:10][CH:11]1[CH2:16][CH2:15][CH2:14][NH:13][CH2:12]1.[C:17](O[C:17]([O:19][C:20]([CH3:23])([CH3:22])[CH3:21])=[O:18])([O:19][C:20]([CH3:23])([CH3:22])[CH3:21])=[O:18]. Product: [C:20]([O:19][C:17]([N:13]1[CH2:14][CH2:15][CH2:16][CH:11]([CH2:10][NH2:9])[CH2:12]1)=[O:18])([CH3:23])([CH3:22])[CH3:21]. The catalyst class is: 11. (3) Reactant: C1COCC1.C([O:8][C:9](=[O:50])[CH2:10][CH2:11][N:12]([C:43]([O:45][C:46]([CH3:49])([CH3:48])[CH3:47])=[O:44])[CH2:13][C:14]([N:16]1[C:24]2[C:19](=[CH:20][C:21]([O:25][CH2:26][C:27]3[CH:32]=[CH:31][C:30]([C:33]4[CH2:38][CH2:37][CH2:36][CH2:35][CH:34]=4)=[C:29]([C:39]([F:42])([F:41])[F:40])[CH:28]=3)=[CH:22][CH:23]=2)[CH2:18][CH2:17]1)=[O:15])C.[OH-].[Na+].Cl. Product: [C:46]([O:45][C:43]([N:12]([CH2:11][CH2:10][C:9]([OH:50])=[O:8])[CH2:13][C:14]([N:16]1[C:24]2[C:19](=[CH:20][C:21]([O:25][CH2:26][C:27]3[CH:32]=[CH:31][C:30]([C:33]4[CH2:38][CH2:37][CH2:36][CH2:35][CH:34]=4)=[C:29]([C:39]([F:42])([F:40])[F:41])[CH:28]=3)=[CH:22][CH:23]=2)[CH2:18][CH2:17]1)=[O:15])=[O:44])([CH3:49])([CH3:47])[CH3:48]. The catalyst class is: 5. (4) Product: [CH2:1]([O:3][C@@H:4]([CH2:17][C:18]1[CH:23]=[CH:22][C:21]([O:24][CH2:25][CH2:26][C:27]2[CH:28]=[CH:29][C:30]([O:33][S:34]([CH3:37])(=[O:35])=[O:36])=[CH:31][CH:32]=2)=[CH:20][CH:19]=1)[C:5]([NH:7][C@H:8]([C:11]1[CH:12]=[CH:13][CH:14]=[CH:15][CH:16]=1)[CH2:9][OH:10])=[O:6])[CH3:2]. The catalyst class is: 194. Reactant: [CH2:1]([O:3][C@H:4]([CH2:17][C:18]1[CH:23]=[CH:22][C:21]([O:24][CH2:25][CH2:26][C:27]2[CH:32]=[CH:31][C:30]([O:33][S:34]([CH3:37])(=[O:36])=[O:35])=[CH:29][CH:28]=2)=[CH:20][CH:19]=1)[C:5]([NH:7][C@H:8]([C:11]1[CH:16]=[CH:15][CH:14]=[CH:13][CH:12]=1)[CH2:9][OH:10])=[O:6])[CH3:2].